From a dataset of Oral bioavailability binary classification data from Ma et al.. Regression/Classification. Given a drug SMILES string, predict its absorption, distribution, metabolism, or excretion properties. Task type varies by dataset: regression for continuous measurements (e.g., permeability, clearance, half-life) or binary classification for categorical outcomes (e.g., BBB penetration, CYP inhibition). Dataset: bioavailability_ma. (1) The molecule is COc1ccc(CCN(C)CCCC(C#N)(c2cc(OC)c(OC)c(OC)c2)C(C)C)cc1OC. The result is 0 (low bioavailability). (2) The molecule is CC(NC(C)(C)C)C(=O)c1cccc(Cl)c1. The result is 1 (high bioavailability). (3) The result is 0 (low bioavailability). The molecule is CC1(C)S[C@@H]2[C@H](NC(=O)[C@H](C(=O)O)c3ccsc3)C(=O)N2[C@H]1C(=O)O. (4) The molecule is NS(=O)(=O)c1cc(C2(O)NC(=O)c3ccccc32)ccc1Cl. The result is 1 (high bioavailability). (5) The drug is CCC[C@@H]1C[C@@H](C(=O)N[C@H]([C@@H](C)O)[C@H]2O[C@H](SC)[C@H](O)[C@@H](O)[C@H]2O)N(C)C1. The result is 1 (high bioavailability). (6) The molecule is CC(=O)NC[C@H]1CN(c2ccc(N3CCOCC3)c(F)c2)C(=O)O1. The result is 1 (high bioavailability). (7) The molecule is CC1=C(C(=O)O)N2C(=O)[C@@H](NC(=O)[C@H](N)c3ccccc3)[C@H]2SC1. The result is 1 (high bioavailability). (8) The molecule is CC(C)NCC(O)COc1cccc2[nH]ccc12. The result is 1 (high bioavailability). (9) The compound is C=CC[C@@H]1/C=C(\C)C[C@H](C)C[C@H](OC)[C@H]2O[C@@](O)(C(=O)C(=O)N3CCCC[C@H]3C(=O)O[C@H](/C(C)=C/[C@@H]3CC[C@@H](O)[C@H](OC)C3)[C@H](C)[C@@H](O)CC1=O)[C@H](C)C[C@@H]2OC. The result is 1 (high bioavailability). (10) The drug is CCN(CC)CC#CCOC(=O)C(O)(c1ccccc1)C1CCCCC1. The result is 0 (low bioavailability).